Task: Predict the reaction yield, written as a fraction of the theoretical maximum amount of product (1.0 means a 100% yield; for example, 0.34 means a 34% yield).. Dataset: Reaction yield outcomes from USPTO patents with 853,638 reactions (1) The reactants are [NH:1]1[C:9]2[C:4](=[CH:5][C:6]([C:10]3([C:13]([O:15]C)=[O:14])[CH2:12][CH2:11]3)=[CH:7][CH:8]=2)[CH:3]=[CH:2]1.[Li+].[OH-].Cl. The catalyst is CO.O. The product is [NH:1]1[C:9]2[C:4](=[CH:5][C:6]([C:10]3([C:13]([OH:15])=[O:14])[CH2:12][CH2:11]3)=[CH:7][CH:8]=2)[CH:3]=[CH:2]1. The yield is 0.870. (2) The reactants are Cl.[CH3:2][O:3][C:4]1[CH:9]=[CH:8][C:7]([NH:10][NH2:11])=[CH:6][CH:5]=1.C(N(CC)CC)C.[C:19]([CH2:25][C:26]#[N:27])(=O)[C:20]([CH3:23])([CH3:22])[CH3:21]. The catalyst is C1(C)C=CC=CC=1. The product is [C:20]([C:19]1[CH:25]=[C:26]([NH2:27])[N:10]([C:7]2[CH:8]=[CH:9][C:4]([O:3][CH3:2])=[CH:5][CH:6]=2)[N:11]=1)([CH3:23])([CH3:22])[CH3:21]. The yield is 0.700. (3) The reactants are [N:1]([CH2:4][CH2:5][NH:6]C(=O)CCCCCCCCCCCCC)=[N+:2]=[N-:3].[S:22]1[CH:26]=[CH:25][CH:24]=[C:23]1[S:27](Cl)(=[O:29])=[O:28].N(CCN)=[N+]=[N-].C(N(CC)CC)C. The catalyst is ClCCl. The product is [N:1]([CH2:4][CH2:5][NH:6][S:27]([C:23]1[S:22][CH:26]=[CH:25][CH:24]=1)(=[O:29])=[O:28])=[N+:2]=[N-:3]. The yield is 0.800. (4) The reactants are C(O[CH:4]([O:11]CC)[CH2:5][CH2:6][NH:7][C:8](=[O:10])[CH3:9])C.[Li][CH2:15][CH2:16][CH2:17]C.C(Br)C=C.Cl. The catalyst is C1COCC1.O. The product is [CH2:17]([N:7]([CH2:6][CH2:5][CH:4]=[O:11])[C:8](=[O:10])[CH3:9])[CH:16]=[CH2:15]. The yield is 0.460. (5) The reactants are [C:1]([O:5][C:6]([NH:8][C@H:9]([CH2:29][C:30]1[CH:35]=[C:34]([F:36])[C:33]([F:37])=[CH:32][C:31]=1[F:38])[CH2:10][C:11]([N:13]1[CH2:18][CH2:17][N:16]2[C:19]([C:25]([F:28])([F:27])[F:26])=[N:20][C:21]([C:22]([OH:24])=O)=[C:15]2[CH2:14]1)=[O:12])=[O:7])([CH3:4])([CH3:3])[CH3:2].[CH3:39][N:40]1[CH2:45][CH2:44][NH:43][CH2:42][CH2:41]1.O=C1N([ClH]P([ClH]N2CCOC2=O)=O)CCO1.C(N(CC)CC)C. The catalyst is ClCCl. The yield is 0.490. The product is [C:1]([O:5][C:6](=[O:7])[NH:8][C@H:9]([CH2:29][C:30]1[CH:35]=[C:34]([F:36])[C:33]([F:37])=[CH:32][C:31]=1[F:38])[CH2:10][C:11]([N:13]1[CH2:18][CH2:17][N:16]2[C:19]([C:25]([F:28])([F:27])[F:26])=[N:20][C:21]([C:22]([N:43]3[CH2:44][CH2:45][N:40]([CH3:39])[CH2:41][CH2:42]3)=[O:24])=[C:15]2[CH2:14]1)=[O:12])([CH3:3])([CH3:2])[CH3:4]. (6) The reactants are [CH3:1][Mg]Br.[OH:4][C:5]1[CH:10]=[CH:9][C:8]([O:11][CH3:12])=[CH:7][C:6]=1[C:13](=[O:15])[CH3:14]. The catalyst is C1COCC1. The product is [OH:15][C:13]([C:6]1[CH:7]=[C:8]([O:11][CH3:12])[CH:9]=[CH:10][C:5]=1[OH:4])([CH3:1])[CH3:14]. The yield is 1.00. (7) The reactants are [CH3:1][O:2][C:3]1[CH:4]=[C:5]2[C:10](=[CH:11][C:12]=1[O:13][CH3:14])[N:9]=[CH:8][CH:7]=[C:6]2[O:15][C:16]1[C:22]([CH3:23])=[CH:21][C:19]([NH2:20])=[C:18]([CH3:24])[CH:17]=1.Cl[C:26](Cl)([O:28][C:29](=[O:35])OC(Cl)(Cl)Cl)Cl.[CH:37]1(CO)[CH2:40][CH2:39][CH2:38]1.C(=O)(O)[O-].[Na+]. The catalyst is C(Cl)Cl.C(N(CC)CC)C.C1(C)C=CC=CC=1. The product is [CH3:1][O:2][C:3]1[CH:4]=[C:5]2[C:10](=[CH:11][C:12]=1[O:13][CH3:14])[N:9]=[CH:8][CH:7]=[C:6]2[O:15][C:16]1[C:22]([CH3:23])=[CH:21][C:19]([NH:20][C:29](=[O:35])[O:28][CH2:26][CH:37]2[CH2:40][CH2:39][CH2:38]2)=[C:18]([CH3:24])[CH:17]=1. The yield is 0.860. (8) The reactants are [F:1][C:2]1[CH:9]=[C:8]([OH:10])[C:7]([OH:11])=[CH:6][C:3]=1[CH:4]=[O:5].[C:12]([O-])([O-])=O.[Cs+].[Cs+].O. The catalyst is CN(C=O)C. The product is [F:1][C:2]1[C:3]([CH:4]=[O:5])=[CH:6][C:7]2[O:11][CH2:12][O:10][C:8]=2[CH:9]=1. The yield is 0.240. (9) The reactants are [F:1][C:2]([F:15])([F:14])[O:3][C:4]1[CH:13]=[CH:12][C:7]2[N:8]=[C:9]([NH2:11])[S:10][C:6]=2[CH:5]=1.C(N(CC)CC)C.[CH2:23]([N:25]=[C:26]=[S:27])[CH3:24]. The catalyst is C1(C)C=CC=CC=1. The product is [CH2:23]([NH:25][C:26]([NH:11][C:9]1[S:10][C:6]2[CH:5]=[C:4]([O:3][C:2]([F:1])([F:14])[F:15])[CH:13]=[CH:12][C:7]=2[N:8]=1)=[S:27])[CH3:24]. The yield is 0.360.